From a dataset of NCI-60 drug combinations with 297,098 pairs across 59 cell lines. Regression. Given two drug SMILES strings and cell line genomic features, predict the synergy score measuring deviation from expected non-interaction effect. (1) Drug 1: CC1=CC2C(CCC3(C2CCC3(C(=O)C)OC(=O)C)C)C4(C1=CC(=O)CC4)C. Drug 2: COC1=NC(=NC2=C1N=CN2C3C(C(C(O3)CO)O)O)N. Cell line: OVCAR3. Synergy scores: CSS=-6.77, Synergy_ZIP=3.62, Synergy_Bliss=1.50, Synergy_Loewe=-4.15, Synergy_HSA=-3.83. (2) Drug 1: CC=C1C(=O)NC(C(=O)OC2CC(=O)NC(C(=O)NC(CSSCCC=C2)C(=O)N1)C(C)C)C(C)C. Drug 2: CCN(CC)CCCC(C)NC1=C2C=C(C=CC2=NC3=C1C=CC(=C3)Cl)OC. Cell line: BT-549. Synergy scores: CSS=33.6, Synergy_ZIP=-4.26, Synergy_Bliss=-4.30, Synergy_Loewe=-8.22, Synergy_HSA=-1.74.